Dataset: Full USPTO retrosynthesis dataset with 1.9M reactions from patents (1976-2016). Task: Predict the reactants needed to synthesize the given product. (1) Given the product [C:1]([O:5][C:6]([N:8]1[CH2:12][C@H:11]([O:13][C:14]2[C:23]3[C:18](=[CH:19][C:20]([O:24][CH3:25])=[CH:21][CH:22]=3)[N:17]=[C:16]([C:26]3[N:27]=[C:28]([NH:31][CH:32]([CH3:33])[CH3:34])[S:29][CH:30]=3)[CH:15]=2)[CH2:10][C@H:9]1[C:35](=[O:67])[NH:36][C@:37]1([C:42]([NH:44][S:45]([C:48]2[CH:53]=[CH:52][CH:51]=[CH:50][C:49]=2[NH:54][CH2:55][CH2:56][O:57][CH2:58][CH2:59][O:60][CH2:61][CH2:62][C:63]([OH:65])=[O:64])(=[O:46])=[O:47])=[O:43])[CH2:39][C@H:38]1[CH:40]=[CH2:41])=[O:7])([CH3:3])([CH3:4])[CH3:2], predict the reactants needed to synthesize it. The reactants are: [C:1]([O:5][C:6]([N:8]1[CH2:12][C@H:11]([O:13][C:14]2[C:23]3[C:18](=[CH:19][C:20]([O:24][CH3:25])=[CH:21][CH:22]=3)[N:17]=[C:16]([C:26]3[N:27]=[C:28]([NH:31][CH:32]([CH3:34])[CH3:33])[S:29][CH:30]=3)[CH:15]=2)[CH2:10][C@H:9]1[C:35](=[O:67])[NH:36][C@:37]1([C:42]([NH:44][S:45]([C:48]2[CH:53]=[CH:52][CH:51]=[CH:50][C:49]=2[NH:54][CH2:55][CH2:56][O:57][CH2:58][CH2:59][O:60][CH2:61][CH2:62][C:63]([O:65]C)=[O:64])(=[O:47])=[O:46])=[O:43])[CH2:39][C@H:38]1[CH:40]=[CH2:41])=[O:7])([CH3:4])([CH3:3])[CH3:2].[Li+].[OH-]. (2) Given the product [C:28]([O:32][CH2:33][CH2:34][O:35][C:36]1[CH:37]=[C:38]([NH:39][CH:2]([C:15]2[CH:20]=[CH:19][CH:18]=[CH:17][CH:16]=2)[C:3]([C:5]2[C:13]3[C:8](=[CH:9][CH:10]=[CH:11][CH:12]=3)[N:7]([CH3:14])[CH:6]=2)=[O:4])[CH:40]=[C:41]([O:43][CH3:44])[CH:42]=1)([CH3:31])([CH3:30])[CH3:29], predict the reactants needed to synthesize it. The reactants are: Cl[CH:2]([C:15]1[CH:20]=[CH:19][CH:18]=[CH:17][CH:16]=1)[C:3]([C:5]1[C:13]2[C:8](=[CH:9][CH:10]=[CH:11][CH:12]=2)[N:7]([CH3:14])[CH:6]=1)=[O:4].C(N(CC)CC)C.[C:28]([O:32][CH2:33][CH2:34][O:35][C:36]1[CH:37]=[C:38]([CH:40]=[C:41]([O:43][CH3:44])[CH:42]=1)[NH2:39])([CH3:31])([CH3:30])[CH3:29]. (3) Given the product [C:1]([O:5][C:6]([N:8]1[CH2:9][CH2:10][N:11]([C:14]([C:16]2[C:17]3[C:38](/[CH:39]=[CH:40]/[C:48]4[CH:49]=[CH:50][C:51]([C:54]([N:56]5[CH2:57][CH2:58][CH2:59][CH2:60][CH2:61]5)=[O:55])=[CH:52][CH:53]=4)=[N:37][N:36]([CH:41]4[CH2:46][CH2:45][CH2:44][CH2:43][O:42]4)[C:18]=3[N:19]=[C:20]([C:22]3[CH:23]=[CH:24][C:25]([OH:28])=[CH:26][CH:27]=3)[CH:21]=2)=[O:15])[CH2:12][CH2:13]1)=[O:7])([CH3:2])([CH3:3])[CH3:4], predict the reactants needed to synthesize it. The reactants are: [C:1]([O:5][C:6]([N:8]1[CH2:13][CH2:12][N:11]([C:14]([C:16]2[C:17]3[C:38]([CH:39]=[CH2:40])=[N:37][N:36]([CH:41]4[CH2:46][CH2:45][CH2:44][CH2:43][O:42]4)[C:18]=3[N:19]=[C:20]([C:22]3[CH:27]=[CH:26][C:25]([O:28][Si](C(C)(C)C)(C)C)=[CH:24][CH:23]=3)[CH:21]=2)=[O:15])[CH2:10][CH2:9]1)=[O:7])([CH3:4])([CH3:3])[CH3:2].I[C:48]1[CH:53]=[CH:52][C:51]([C:54]([N:56]2[CH2:61][CH2:60][CH2:59][CH2:58][CH2:57]2)=[O:55])=[CH:50][CH:49]=1.C1(C)C=CC=CC=1P(C1C=CC=CC=1C)C1C=CC=CC=1C.C(N(CC)CC)C.